Dataset: Catalyst prediction with 721,799 reactions and 888 catalyst types from USPTO. Task: Predict which catalyst facilitates the given reaction. (1) Reactant: [CH:1]([C:3]1[CH:11]=[C:10]2[C:6]([C:7]([C:12]#[N:13])=[N:8][NH:9]2)=[CH:5][CH:4]=1)=O.[NH:14]1[C:22]2[C:17](=[CH:18][CH:19]=[CH:20][CH:21]=2)[CH2:16][C:15]1=[O:23].N1CCCCC1. Product: [O:23]=[C:15]1[NH:14][C:22]2[C:17](/[C:16]/1=[CH:1]\[C:3]1[CH:11]=[C:10]3[C:6]([C:7]([C:12]#[N:13])=[N:8][NH:9]3)=[CH:5][CH:4]=1)=[CH:18][CH:19]=[CH:20][CH:21]=2. The catalyst class is: 14. (2) Reactant: Br[C:2]1[CH:7]=[CH:6][C:5]([N:8]2[CH2:13][CH2:12][CH:11]([C:14]3[CH:19]=[CH:18][CH:17]=[CH:16][CH:15]=3)[CH2:10][CH2:9]2)=[CH:4][CH:3]=1.C([Li])(C)(C)C.[Cl:25][C:26]1[CH:37]=[CH:36][C:29]([C:30](N(OC)C)=[O:31])=[CH:28][C:27]=1[S:38](=[O:41])(=[O:40])[NH2:39]. Product: [Cl:25][C:26]1[CH:37]=[CH:36][C:29]([C:30](=[O:31])[C:2]2[CH:7]=[CH:6][C:5]([N:8]3[CH2:13][CH2:12][CH:11]([C:14]4[CH:19]=[CH:18][CH:17]=[CH:16][CH:15]=4)[CH2:10][CH2:9]3)=[CH:4][CH:3]=2)=[CH:28][C:27]=1[S:38]([NH2:39])(=[O:41])=[O:40]. The catalyst class is: 7. (3) Product: [C:15]([C:14]1[CH:17]=[CH:18][C:11]([C:8]2[N:6]3[N:7]=[C:2]([C:28]4[CH:36]=[CH:35][C:31]([C:32]([OH:34])=[O:33])=[C:30]([CH3:37])[CH:29]=4)[CH:3]=[CH:4][C:5]3=[N:10][CH:9]=2)=[CH:12][CH:13]=1)#[N:16]. The catalyst class is: 710. Reactant: Cl[C:2]1[CH:3]=[CH:4][C:5]2[N:6]([C:8]([C:11]3[CH:18]=[CH:17][C:14]([C:15]#[N:16])=[CH:13][CH:12]=3)=[CH:9][N:10]=2)[N:7]=1.C([O-])([O-])=O.[K+].[K+].B([C:28]1[CH:36]=[CH:35][C:31]([C:32]([OH:34])=[O:33])=[C:30]([CH3:37])[CH:29]=1)(O)O.